The task is: Regression. Given two drug SMILES strings and cell line genomic features, predict the synergy score measuring deviation from expected non-interaction effect.. This data is from NCI-60 drug combinations with 297,098 pairs across 59 cell lines. (1) Drug 1: C1=C(C(=O)NC(=O)N1)N(CCCl)CCCl. Drug 2: CC1C(C(CC(O1)OC2CC(OC(C2O)C)OC3=CC4=CC5=C(C(=O)C(C(C5)C(C(=O)C(C(C)O)O)OC)OC6CC(C(C(O6)C)O)OC7CC(C(C(O7)C)O)OC8CC(C(C(O8)C)O)(C)O)C(=C4C(=C3C)O)O)O)O. Cell line: UO-31. Synergy scores: CSS=21.0, Synergy_ZIP=6.50, Synergy_Bliss=4.49, Synergy_Loewe=5.29, Synergy_HSA=5.33. (2) Drug 1: C1C(C(OC1N2C=NC3=C(N=C(N=C32)Cl)N)CO)O. Drug 2: C1CC(=O)NC(=O)C1N2C(=O)C3=CC=CC=C3C2=O. Cell line: UACC-257. Synergy scores: CSS=13.9, Synergy_ZIP=-3.36, Synergy_Bliss=0.477, Synergy_Loewe=-10.9, Synergy_HSA=-1.75. (3) Drug 2: C1C(C(OC1N2C=NC(=NC2=O)N)CO)O. Synergy scores: CSS=16.4, Synergy_ZIP=-2.54, Synergy_Bliss=1.31, Synergy_Loewe=-4.57, Synergy_HSA=0.232. Drug 1: CNC(=O)C1=CC=CC=C1SC2=CC3=C(C=C2)C(=NN3)C=CC4=CC=CC=N4. Cell line: SK-MEL-2. (4) Drug 1: CC12CCC3C(C1CCC2O)C(CC4=C3C=CC(=C4)O)CCCCCCCCCS(=O)CCCC(C(F)(F)F)(F)F. Drug 2: CN(CCCl)CCCl.Cl. Cell line: A498. Synergy scores: CSS=15.6, Synergy_ZIP=-2.88, Synergy_Bliss=2.55, Synergy_Loewe=-4.84, Synergy_HSA=1.57. (5) Drug 1: COC1=C(C=C2C(=C1)N=CN=C2NC3=CC(=C(C=C3)F)Cl)OCCCN4CCOCC4. Drug 2: CCC1(CC2CC(C3=C(CCN(C2)C1)C4=CC=CC=C4N3)(C5=C(C=C6C(=C5)C78CCN9C7C(C=CC9)(C(C(C8N6C=O)(C(=O)OC)O)OC(=O)C)CC)OC)C(=O)OC)O.OS(=O)(=O)O. Cell line: NCI-H522. Synergy scores: CSS=63.0, Synergy_ZIP=5.30, Synergy_Bliss=5.45, Synergy_Loewe=4.71, Synergy_HSA=8.67. (6) Drug 1: CC1C(C(CC(O1)OC2CC(OC(C2O)C)OC3=CC4=CC5=C(C(=O)C(C(C5)C(C(=O)C(C(C)O)O)OC)OC6CC(C(C(O6)C)O)OC7CC(C(C(O7)C)O)OC8CC(C(C(O8)C)O)(C)O)C(=C4C(=C3C)O)O)O)O. Drug 2: CN1C2=C(C=C(C=C2)N(CCCl)CCCl)N=C1CCCC(=O)O.Cl. Cell line: M14. Synergy scores: CSS=56.6, Synergy_ZIP=-0.768, Synergy_Bliss=-2.04, Synergy_Loewe=-47.9, Synergy_HSA=-2.25. (7) Drug 1: C1=CN(C(=O)N=C1N)C2C(C(C(O2)CO)O)O.Cl. Drug 2: CN1C(=O)N2C=NC(=C2N=N1)C(=O)N. Cell line: HS 578T. Synergy scores: CSS=18.9, Synergy_ZIP=-1.53, Synergy_Bliss=-1.77, Synergy_Loewe=0.382, Synergy_HSA=0.682. (8) Cell line: MCF7. Drug 2: C1CCC(C(C1)N)N.C(=O)(C(=O)[O-])[O-].[Pt+4]. Drug 1: CN(C)C1=NC(=NC(=N1)N(C)C)N(C)C. Synergy scores: CSS=18.5, Synergy_ZIP=-7.90, Synergy_Bliss=-7.19, Synergy_Loewe=-75.0, Synergy_HSA=-9.96. (9) Drug 1: CCC(=C(C1=CC=CC=C1)C2=CC=C(C=C2)OCCN(C)C)C3=CC=CC=C3.C(C(=O)O)C(CC(=O)O)(C(=O)O)O. Drug 2: CC=C1C(=O)NC(C(=O)OC2CC(=O)NC(C(=O)NC(CSSCCC=C2)C(=O)N1)C(C)C)C(C)C. Cell line: OVCAR3. Synergy scores: CSS=24.5, Synergy_ZIP=4.90, Synergy_Bliss=6.23, Synergy_Loewe=-18.9, Synergy_HSA=-2.66. (10) Drug 1: C1=NNC2=C1C(=O)NC=N2. Drug 2: B(C(CC(C)C)NC(=O)C(CC1=CC=CC=C1)NC(=O)C2=NC=CN=C2)(O)O. Cell line: NCI-H460. Synergy scores: CSS=39.6, Synergy_ZIP=-1.48, Synergy_Bliss=-1.69, Synergy_Loewe=-16.9, Synergy_HSA=-1.69.